Task: Predict the reactants needed to synthesize the given product.. Dataset: Full USPTO retrosynthesis dataset with 1.9M reactions from patents (1976-2016) (1) Given the product [Si:78]([O:82][CH2:83][CH3:84])([O:85][CH2:86][CH3:87])([O:88][CH2:89][CH3:90])[O:79][CH2:80][CH3:81].[CH2:16]([OH:17])[CH3:15].[OH2:17].[ClH:91], predict the reactants needed to synthesize it. The reactants are: CCCCCCCCCCCCCC[CH2:15][CH2:16][O:17]CCOCCOCCOCCOCCOCCOCCOCCOCCOCCOCCOCCOCCOCCOCCOCCOCCOCCOCCOCCO.[Si:78]([O:88][CH2:89][CH3:90])([O:85][CH2:86][CH3:87])([O:82][CH2:83][CH3:84])[O:79][CH2:80][CH3:81].[ClH:91]. (2) The reactants are: C([NH:4][C:5]1[CH:24]=[CH:23][C:8]([CH2:9][N:10]2[CH2:14][CH2:13][C@H:12]([NH:15]C(=O)C(F)(F)F)[C:11]2=[O:22])=[CH:7][C:6]=1[N+:25]([O-:27])=[O:26])(=O)C.[OH-].[Na+]. Given the product [NH2:15][C@H:12]1[CH2:13][CH2:14][N:10]([CH2:9][C:8]2[CH:23]=[CH:24][C:5]([NH2:4])=[C:6]([N+:25]([O-:27])=[O:26])[CH:7]=2)[C:11]1=[O:22], predict the reactants needed to synthesize it. (3) Given the product [F:22][C:19]1[CH:20]=[CH:21][C:16]([C:11]2[C:10]([CH2:9][O:8][C:5]3[N:6]=[CH:7][C:2]([C:30]4([OH:32])[CH2:31][O:28][CH2:29]4)=[CH:3][CH:4]=3)=[C:14]([CH3:15])[O:13][N:12]=2)=[CH:17][CH:18]=1, predict the reactants needed to synthesize it. The reactants are: Br[C:2]1[CH:3]=[CH:4][C:5]([O:8][CH2:9][C:10]2[C:11]([C:16]3[CH:21]=[CH:20][C:19]([F:22])=[CH:18][CH:17]=3)=[N:12][O:13][C:14]=2[CH3:15])=[N:6][CH:7]=1.C([Li])CCC.[O:28]1[CH2:31][C:30](=[O:32])[CH2:29]1.CO. (4) Given the product [Cl:1][C:2]1[N:10]=[CH:9][CH:8]=[CH:7][C:3]=1[C:4]([N:13]([O:14][CH3:15])[CH3:12])=[O:5], predict the reactants needed to synthesize it. The reactants are: [Cl:1][C:2]1[N:10]=[CH:9][CH:8]=[CH:7][C:3]=1[C:4](Cl)=[O:5].Cl.[CH3:12][NH:13][O:14][CH3:15]. (5) The reactants are: [CH2:1]([O:3][C:4]([C:6]1([C:12]#[N:13])[CH2:11][CH2:10][CH2:9][CH2:8][CH2:7]1)=[O:5])[CH3:2].[H][H]. Given the product [CH2:1]([O:3][C:4]([C:6]1([CH2:12][NH2:13])[CH2:11][CH2:10][CH2:9][CH2:8][CH2:7]1)=[O:5])[CH3:2], predict the reactants needed to synthesize it. (6) The reactants are: [F:1][C:2]1[CH:7]=[CH:6][C:5]([C:8]2[CH:13]=[CH:12][N:11]=[CH:10][C:9]=2[NH:14][CH2:15][C:16]#[N:17])=[C:4]([O:18][CH3:19])[CH:3]=1.[CH3:20][S:21]([C:24]1[CH:25]=[C:26]([CH:30]=[C:31]([C:33]([F:36])([F:35])[F:34])[CH:32]=1)[C:27](O)=[O:28])(=[O:23])=[O:22]. Given the product [C:16]([CH2:15][N:14]([C:9]1[CH:10]=[N:11][CH:12]=[CH:13][C:8]=1[C:5]1[CH:6]=[CH:7][C:2]([F:1])=[CH:3][C:4]=1[O:18][CH3:19])[C:27](=[O:28])[C:26]1[CH:30]=[C:31]([C:33]([F:36])([F:34])[F:35])[CH:32]=[C:24]([S:21]([CH3:20])(=[O:23])=[O:22])[CH:25]=1)#[N:17], predict the reactants needed to synthesize it. (7) Given the product [Br:8][C:5]1[CH:6]=[CH:7][C:2]([NH2:1])=[C:3]([CH:9]([NH:18][CH3:17])[C:11]2[CH:16]=[CH:15][CH:14]=[CH:13][N:12]=2)[CH:4]=1, predict the reactants needed to synthesize it. The reactants are: [NH2:1][C:2]1[CH:7]=[CH:6][C:5]([Br:8])=[CH:4][C:3]=1[C:9]([C:11]1[CH:16]=[CH:15][CH:14]=[CH:13][N:12]=1)=O.[CH3:17][NH2:18].[BH4-].[Na+].O. (8) Given the product [I:1][C:2]1[N:6]2[CH:7]=[CH:8][C:9]([C:11]3[O:12][C:15](=[O:16])[NH:14][N:13]=3)=[CH:10][C:5]2=[N:4][CH:3]=1, predict the reactants needed to synthesize it. The reactants are: [I:1][C:2]1[N:6]2[CH:7]=[CH:8][C:9]([C:11]([NH:13][NH2:14])=[O:12])=[CH:10][C:5]2=[N:4][CH:3]=1.[C:15](N1C=CN=C1)(N1C=CN=C1)=[O:16].C(N(CC)CC)C.